Predict the product of the given reaction. From a dataset of Forward reaction prediction with 1.9M reactions from USPTO patents (1976-2016). (1) Given the reactants Cl.[Cl:2][CH2:3][CH2:4][NH2:5].C(N(CC)CC)C.[C:13](O[C:13]([C:15]([F:18])([F:17])[F:16])=[O:14])([C:15]([F:18])([F:17])[F:16])=[O:14], predict the reaction product. The product is: [Cl:2][CH2:3][CH2:4][NH:5][C:13](=[O:14])[C:15]([F:18])([F:17])[F:16]. (2) Given the reactants O1CCCC1.[F:6][C:7]1[C:8]([O:13][CH2:14][C:15]2[CH:20]=[CH:19][C:18]([CH2:21][C:22](Cl)=[N:23][OH:24])=[CH:17][CH:16]=2)=[N:9][CH:10]=[CH:11][CH:12]=1.[C:26]([C:28]1[C:29]([NH2:35])=[N:30][C:31]([NH2:34])=[CH:32][CH:33]=1)#[CH:27].C(N(CC)CC)C, predict the reaction product. The product is: [F:6][C:7]1[C:8]([O:13][CH2:14][C:15]2[CH:20]=[CH:19][C:18]([CH2:21][C:22]3[CH:27]=[C:26]([C:28]4[C:29]([NH2:35])=[N:30][C:31]([NH2:34])=[CH:32][CH:33]=4)[O:24][N:23]=3)=[CH:17][CH:16]=2)=[N:9][CH:10]=[CH:11][CH:12]=1. (3) Given the reactants [Cl:1][C:2]1[CH:7]=[C:6](Cl)[N:5]2[N:9]=[CH:10][CH:11]=[C:4]2[N:3]=1.[N:12]1([C:18]([O:20][C:21]([CH3:24])([CH3:23])[CH3:22])=[O:19])[CH2:17][CH2:16][NH:15][CH2:14][CH2:13]1, predict the reaction product. The product is: [Cl:1][C:2]1[CH:7]=[C:6]([N:15]2[CH2:14][CH2:13][N:12]([C:18]([O:20][C:21]([CH3:24])([CH3:23])[CH3:22])=[O:19])[CH2:17][CH2:16]2)[N:5]2[N:9]=[CH:10][CH:11]=[C:4]2[N:3]=1. (4) The product is: [CH3:35][C:36]1[N:37]=[C:38]([C@H:41]2[CH2:45][CH2:44][CH2:43][N:42]2[C:11]([C:7]2[CH:6]=[C:5]([CH:10]=[CH:9][N:8]=2)[C:3]([O:2][CH3:1])=[O:4])=[O:13])[S:39][CH:40]=1. Given the reactants [CH3:1][O:2][C:3]([C:5]1[CH:10]=[CH:9][N:8]=[C:7]([C:11]([OH:13])=O)[CH:6]=1)=[O:4].CCN=C=NCCCN(C)C.C1C=CC2N(O)N=NC=2C=1.[CH3:35][C:36]1[N:37]=[C:38]([C@H:41]2[CH2:45][CH2:44][CH2:43][NH:42]2)[S:39][CH:40]=1.C(N(C(C)C)CC)(C)C, predict the reaction product. (5) The product is: [Cl:1][C:2]1[CH:3]=[C:4]2[C:9](=[N:10][CH:11]=1)[N:8]([CH2:32][C:31]1[CH:34]=[CH:35][CH:36]=[C:29]([F:28])[CH:30]=1)[C:7](=[O:12])[C:6]([C:13]#[N:14])=[C:5]2[N:15]1[CH2:20][CH2:19][N:18]([C:21]([C:23]2[S:24][CH:25]=[CH:26][CH:27]=2)=[O:22])[CH2:17][CH2:16]1. Given the reactants [Cl:1][C:2]1[CH:3]=[C:4]2[C:9](=[N:10][CH:11]=1)[NH:8][C:7](=[O:12])[C:6]([C:13]#[N:14])=[C:5]2[N:15]1[CH2:20][CH2:19][N:18]([C:21]([C:23]2[S:24][CH:25]=[CH:26][CH:27]=2)=[O:22])[CH2:17][CH2:16]1.[F:28][C:29]1[CH:30]=[C:31]([CH:34]=[CH:35][CH:36]=1)[CH2:32]Br, predict the reaction product. (6) The product is: [CH3:1][CH:2]1[CH2:11][C:10]2[C:9]([CH3:13])([CH3:12])[CH:8]([CH3:14])[CH2:7][C:6]([CH3:16])([CH3:15])[C:5]=2[C:4]2[N:24]=[CH:22][N:23]=[CH:18][C:3]1=2. Given the reactants [CH3:1][CH:2]1[CH2:11][C:10]2[C:9]([CH3:13])([CH3:12])[CH:8]([CH3:14])[CH2:7][C:6]([CH3:16])([CH3:15])[C:5]=2[C:4](=O)[CH2:3]1.[C:18](O)(=O)C.[CH:22]([NH2:24])=[NH:23], predict the reaction product. (7) Given the reactants [CH3:1][O:2][C:3]1[CH:8]=[CH:7][CH:6]=[C:5]([O:9][CH3:10])[C:4]=1[O:11][CH3:12].CO/[CH:15]=[CH:16]/[C:17]([O:19][CH3:20])=[O:18].C(O)(=O)C.Cl, predict the reaction product. The product is: [CH3:1][O:2][C:3]1[C:4]([O:11][CH3:12])=[C:5]([O:9][CH3:10])[CH:6]=[CH:7][C:8]=1/[CH:15]=[CH:16]/[C:17]([O:19][CH3:20])=[O:18]. (8) Given the reactants Br[CH2:2][C:3]1[CH:8]=[CH:7][CH:6]=[CH:5][C:4]=1[F:9].[Cl:10][C:11]1[CH:12]=[C:13]([CH:16]=[CH:17][C:18]=1[OH:19])[CH:14]=[O:15].C([O-])([O-])=O.[K+].[K+], predict the reaction product. The product is: [F:9][C:4]1[CH:5]=[CH:6][CH:7]=[CH:8][C:3]=1[CH2:2][O:19][C:18]1[CH:17]=[CH:16][C:13]([CH:14]=[O:15])=[CH:12][C:11]=1[Cl:10]. (9) Given the reactants [OH:1][C:2]1[CH:9]=[C:8]([CH3:10])[CH:7]=[CH:6][C:3]=1[CH:4]=[O:5].[C:11](Cl)(=[O:13])[CH3:12], predict the reaction product. The product is: [C:11]([O:1][C:2]1[CH:9]=[C:8]([CH3:10])[CH:7]=[CH:6][C:3]=1[CH:4]=[O:5])(=[O:13])[CH3:12].